The task is: Predict the reaction yield, written as a fraction of the theoretical maximum amount of product (1.0 means a 100% yield; for example, 0.34 means a 34% yield).. This data is from Reaction yield outcomes from USPTO patents with 853,638 reactions. (1) The reactants are I[C:2]1[N:3]=[CH:4][N:5]2[C:10]([C:11]([F:14])([F:13])[F:12])=[CH:9][C:8]([C:15]3[CH:20]=[CH:19][C:18]([C:21]([F:24])([F:23])[F:22])=[CH:17][CH:16]=3)=[N:7][C:6]=12.[CH3:25][Si:26]([C:29]#[CH:30])([CH3:28])[CH3:27].C(N(CC)CC)C.C1C=CC(P(C2C=CC=CC=2)C2C=CC=CC=2)=CC=1. The catalyst is CN(C)C=O.O.Cl[Pd](Cl)([P](C1C=CC=CC=1)(C1C=CC=CC=1)C1C=CC=CC=1)[P](C1C=CC=CC=1)(C1C=CC=CC=1)C1C=CC=CC=1.[Cu]I. The product is [F:12][C:11]([F:14])([F:13])[C:10]1[N:5]2[CH:4]=[N:3][C:2]([C:30]#[C:29][Si:26]([CH3:28])([CH3:27])[CH3:25])=[C:6]2[N:7]=[C:8]([C:15]2[CH:20]=[CH:19][C:18]([C:21]([F:24])([F:23])[F:22])=[CH:17][CH:16]=2)[CH:9]=1. The yield is 0.530. (2) The reactants are Br[C:2]1[CH:7]=[CH:6][C:5]([O:8][CH3:9])=[CH:4][CH:3]=1.[C:10]1([CH:16]2[CH2:21][CH2:20][CH2:19][NH:18][CH2:17]2)[CH:15]=[CH:14][CH:13]=[CH:12][CH:11]=1.CC([O-])(C)C.[K+]. The catalyst is C1(C)C=CC=CC=1.C1C=CC(/C=C/C(/C=C/C2C=CC=CC=2)=O)=CC=1.C1C=CC(/C=C/C(/C=C/C2C=CC=CC=2)=O)=CC=1.C1C=CC(/C=C/C(/C=C/C2C=CC=CC=2)=O)=CC=1.[Pd].[Pd].COC1C=CC=C(OC)C=1C1C=CC=CC=1P(C1CCCCC1)C1CCCCC1. The product is [CH3:9][O:8][C:5]1[CH:6]=[CH:7][C:2]([N:18]2[CH2:19][CH2:20][CH2:21][CH:16]([C:10]3[CH:15]=[CH:14][CH:13]=[CH:12][CH:11]=3)[CH2:17]2)=[CH:3][CH:4]=1. The yield is 0.520. (3) The reactants are [C:1]([O:5][C:6](=[O:35])[NH:7][C:8]1[CH:13]=[CH:12][C:11]([S:14][C:15]2[CH:20]=[CH:19][C:18]([S:21](=[O:31])(=[O:30])[NH:22][C:23]3[CH:28]=[CH:27][C:26]([Br:29])=[CH:25][CH:24]=3)=[CH:17][C:16]=2[N+:32]([O-])=O)=[CH:10][CH:9]=1)([CH3:4])([CH3:3])[CH3:2].[Cl-].[NH4+]. The catalyst is O.C(O)C.C(OCC)(=O)C.[Fe]. The product is [C:1]([O:5][C:6](=[O:35])[NH:7][C:8]1[CH:13]=[CH:12][C:11]([S:14][C:15]2[CH:20]=[CH:19][C:18]([S:21](=[O:30])(=[O:31])[NH:22][C:23]3[CH:28]=[CH:27][C:26]([Br:29])=[CH:25][CH:24]=3)=[CH:17][C:16]=2[NH2:32])=[CH:10][CH:9]=1)([CH3:4])([CH3:2])[CH3:3]. The yield is 0.900. (4) The reactants are [CH2:1]([C@@H:8]1[NH:13][CH2:12][CH2:11][N:10]([C:14]2[CH:19]=[CH:18][C:17]([O:20][CH3:21])=[C:16]([O:22][CH:23]3[CH2:27][CH2:26][CH2:25][CH2:24]3)[CH:15]=2)[CH2:9]1)[C:2]1[CH:7]=[CH:6][CH:5]=[CH:4][CH:3]=1.[CH3:28][S:29](Cl)(=[O:31])=[O:30]. The catalyst is N1C=CC=CC=1. The product is [CH2:1]([C@H:8]1[CH2:9][N:10]([C:14]2[CH:19]=[CH:18][C:17]([O:20][CH3:21])=[C:16]([O:22][CH:23]3[CH2:27][CH2:26][CH2:25][CH2:24]3)[CH:15]=2)[CH2:11][CH2:12][N:13]1[S:29]([CH3:28])(=[O:31])=[O:30])[C:2]1[CH:3]=[CH:4][CH:5]=[CH:6][CH:7]=1. The yield is 0.910. (5) The reactants are CN(C)C(N(C)C)=N.[CH3:9][O:10][C:11](=[O:40])[CH:12](P(OC)(OC)=O)[NH:13][C:14](=[O:33])[C:15]1[CH:20]=[CH:19][C:18]([C:21]([NH:23][CH2:24][C:25]2[CH:30]=[CH:29][CH:28]=[C:27]([OH:31])[CH:26]=2)=[O:22])=[CH:17][C:16]=1[Br:32].[CH:41]1[C:50]2[C:45](=[CH:46][CH:47]=[CH:48][CH:49]=2)[CH:44]=[CH:43][C:42]=1[CH:51]=O.C(OCC)(=O)C. The catalyst is O1CCCC1. The product is [CH3:9][O:10][C:11](=[O:40])/[C:12](/[NH:13][C:14](=[O:33])[C:15]1[CH:20]=[CH:19][C:18]([C:21]([NH:23][CH2:24][C:25]2[CH:30]=[CH:29][CH:28]=[C:27]([OH:31])[CH:26]=2)=[O:22])=[CH:17][C:16]=1[Br:32])=[CH:51]/[C:42]1[CH:43]=[CH:44][C:45]2[C:50](=[CH:49][CH:48]=[CH:47][CH:46]=2)[CH:41]=1. The yield is 0.780. (6) The reactants are [CH:1]1[C:6]([CH:7]=[O:8])=[CH:5][C:4](Br)=[CH:3][C:2]=1[CH:10]=[O:11].[C:12]1(B(O)O)[CH:17]=[CH:16][CH:15]=[CH:14][CH:13]=1.C(=O)([O-])[O-].[K+].[K+].N#N. The catalyst is COCCOC.O.C1(P(C2C=CC=CC=2)C2C=CC=CC=2)C=CC=CC=1. The product is [C:4]1([C:12]2[CH:17]=[CH:16][CH:15]=[CH:14][CH:13]=2)[CH:5]=[C:6]([CH:7]=[O:8])[CH:1]=[C:2]([CH:10]=[O:11])[CH:3]=1. The yield is 0.740.